Dataset: Reaction yield outcomes from USPTO patents with 853,638 reactions. Task: Predict the reaction yield, written as a fraction of the theoretical maximum amount of product (1.0 means a 100% yield; for example, 0.34 means a 34% yield). (1) The reactants are Cl[C:2]1[C:7]([CH3:8])=[C:6]([Cl:9])[N:5]=[CH:4][C:3]=1[C:10]([N:12]1[CH2:17][CH2:16][CH:15]([C:18]2[CH:23]=[CH:22][C:21]([F:24])=[CH:20][CH:19]=2)[CH2:14][CH2:13]1)=[O:11].[Cl:25][C:26]1[CH:32]=[CH:31][C:30]([Cl:33])=[CH:29][C:27]=1[NH2:28]. No catalyst specified. The product is [Cl:9][C:6]1[N:5]=[CH:4][C:3]([C:10]([N:12]2[CH2:13][CH2:14][CH:15]([C:18]3[CH:19]=[CH:20][C:21]([F:24])=[CH:22][CH:23]=3)[CH2:16][CH2:17]2)=[O:11])=[C:2]([NH:28][C:27]2[CH:29]=[C:30]([Cl:33])[CH:31]=[CH:32][C:26]=2[Cl:25])[C:7]=1[CH3:8]. The yield is 0.540. (2) The reactants are [Cl-:1].[Al+3].[Cl-:3].[Cl-].[CH3:5][C:6](=[O:11])[CH2:7]C(=O)C.[Cl:12][CH:13]([Cl:17])[C:14](Cl)=[O:15]. No catalyst specified. The product is [Cl:12][CH:13]([Cl:17])[C:14](=[O:15])[CH2:5][C:6](=[O:11])[CH:7]([Cl:3])[Cl:1]. The yield is 0.910. (3) The reactants are [Cl:1][C:2]1[CH:10]=[C:9]([N+:11]([O-:13])=[O:12])[CH:8]=[CH:7][C:3]=1[C:4](Cl)=[O:5].[Cl:14][C:15]1[CH:20]=[CH:19][CH:18]=[CH:17][CH:16]=1.[Cl-].[Al+3].[Cl-].[Cl-].O. The catalyst is C(OCC)(=O)C.C1(C)C=CC=CC=1. The product is [Cl:1][C:2]1[CH:10]=[C:9]([N+:11]([O-:13])=[O:12])[CH:8]=[CH:7][C:3]=1[C:4]([C:18]1[CH:19]=[CH:20][C:15]([Cl:14])=[CH:16][CH:17]=1)=[O:5]. The yield is 0.810.